This data is from Forward reaction prediction with 1.9M reactions from USPTO patents (1976-2016). The task is: Predict the product of the given reaction. (1) Given the reactants [CH2:1]([N:5]1[C:13]2[C:12](=[O:14])[N:11]([CH3:15])[N:10]=[CH:9][C:8]=2[N:7]=[C:6]1[C:16]1[CH:21]=[CH:20][N:19]=[CH:18][CH:17]=1)[C:2]#[C:3][CH3:4].[CH3:22][O:23][C:24]1[CH:31]=[CH:30][C:27]([CH2:28][Cl:29])=[CH:26][CH:25]=1.CN(C)C=O.CC(C)=O, predict the reaction product. The product is: [Cl-:29].[CH2:1]([N:5]1[C:13]2[C:12](=[O:14])[N:11]([CH3:15])[N:10]=[CH:9][C:8]=2[N:7]=[C:6]1[C:16]1[CH:21]=[CH:20][N+:19]([CH2:28][C:27]2[CH:30]=[CH:31][C:24]([O:23][CH3:22])=[CH:25][CH:26]=2)=[CH:18][CH:17]=1)[C:2]#[C:3][CH3:4]. (2) Given the reactants [NH2:1][C:2]1[S:3][C:4]2[CH:10]=[C:9]([O:11][C:12]3[CH:13]=[CH:14][C:15]([CH3:32])=[C:16]([NH:18][C:19](=[O:31])[C:20]4[CH:25]=[CH:24][CH:23]=[C:22]([C:26]5([C:29]#[N:30])[CH2:28][CH2:27]5)[CH:21]=4)[CH:17]=3)[CH:8]=[CH:7][C:5]=2[N:6]=1.C([O:36][CH2:37][C:38](Cl)=[O:39])(=O)C.C(N(CC)CC)C.[OH-].[Na+].Cl, predict the reaction product. The product is: [C:29]([C:26]1([C:22]2[CH:21]=[C:20]([CH:25]=[CH:24][CH:23]=2)[C:19]([NH:18][C:16]2[CH:17]=[C:12]([O:11][C:9]3[CH:8]=[CH:7][C:5]4[N:6]=[C:2]([NH:1][C:37](=[O:36])[CH2:38][OH:39])[S:3][C:4]=4[CH:10]=3)[CH:13]=[CH:14][C:15]=2[CH3:32])=[O:31])[CH2:27][CH2:28]1)#[N:30]. (3) Given the reactants [O:1]1[CH2:6][CH2:5][N:4]([CH2:7][C:8]2[CH:12]=[CH:11][N:10]([C:13]3[N:23]=[CH:22][CH:21]=[CH:20][C:14]=3[C:15]([O:17]CC)=[O:16])[N:9]=2)[CH2:3][CH2:2]1, predict the reaction product. The product is: [O:1]1[CH2:2][CH2:3][N:4]([CH2:7][C:8]2[CH:12]=[CH:11][N:10]([C:13]3[N:23]=[CH:22][CH:21]=[CH:20][C:14]=3[C:15]([OH:17])=[O:16])[N:9]=2)[CH2:5][CH2:6]1. (4) Given the reactants [CH2:1]([NH:8]/[CH:9]=[CH:10]/[CH2:11][CH3:12])[C:2]1[CH:7]=[CH:6][CH:5]=[CH:4][CH:3]=1.C(N(CC)CC)C.[C:20](OC(=O)C)(=[O:22])[CH3:21], predict the reaction product. The product is: [CH2:1]([N:8](/[CH:9]=[CH:10]/[CH2:11][CH3:12])[C:20](=[O:22])[CH3:21])[C:2]1[CH:7]=[CH:6][CH:5]=[CH:4][CH:3]=1. (5) Given the reactants [F:1][C:2]1[CH:3]=[C:4]([CH2:20][OH:21])[CH:5]=[C:6]([F:19])[C:7]=1[O:8][C:9]1[CH:14]=[CH:13][N:12]=[C:11]([C:15]([F:18])([F:17])[F:16])[CH:10]=1.Cl[C:23]1[CH:24]=[C:25]2[N:32]([CH3:33])[C:31]([CH3:35])([CH3:34])[CH2:30][N:26]2[C:27](=[O:29])[N:28]=1, predict the reaction product. The product is: [F:1][C:2]1[CH:3]=[C:4]([CH:5]=[C:6]([F:19])[C:7]=1[O:8][C:9]1[CH:14]=[CH:13][N:12]=[C:11]([C:15]([F:16])([F:17])[F:18])[CH:10]=1)[CH2:20][O:21][C:23]1[CH:24]=[C:25]2[N:32]([CH3:33])[C:31]([CH3:35])([CH3:34])[CH2:30][N:26]2[C:27](=[O:29])[N:28]=1.